This data is from Full USPTO retrosynthesis dataset with 1.9M reactions from patents (1976-2016). The task is: Predict the reactants needed to synthesize the given product. (1) Given the product [CH3:1][O:2][C:3]1[N:4]=[C:5]2[C:10](=[CH:11][CH:12]=1)[N:9]=[CH:8][CH:7]=[C:6]2[CH2:13][CH2:14][C:15]1([OH:25])[CH2:16][CH2:17][C:18]2([O:22][CH2:21][CH2:20][O:19]2)[CH2:23][CH2:24]1, predict the reactants needed to synthesize it. The reactants are: [CH3:1][O:2][C:3]1[N:4]=[C:5]2[C:10](=[CH:11][CH:12]=1)[N:9]=[CH:8][CH:7]=[C:6]2[C:13]#[C:14][C:15]1([OH:25])[CH2:24][CH2:23][C:18]2([O:22][CH2:21][CH2:20][O:19]2)[CH2:17][CH2:16]1.[H][H]. (2) Given the product [Cl:20][C:17]1[CH:18]=[CH:19][C:14]([C:13]2[N:12]=[C:11]([O:29][CH2:28][CH2:27][O:26][CH3:25])[C:10]([C:23]#[N:24])=[N:9][C:8]=2[C:5]2[CH:4]=[CH:3][C:2]([Cl:1])=[CH:7][CH:6]=2)=[CH:15][CH:16]=1, predict the reactants needed to synthesize it. The reactants are: [Cl:1][C:2]1[CH:7]=[CH:6][C:5]([C:8]2[N:9]=[C:10]([C:23]#[N:24])[C:11](C#N)=[N:12][C:13]=2[C:14]2[CH:19]=[CH:18][C:17]([Cl:20])=[CH:16][CH:15]=2)=[CH:4][CH:3]=1.[CH3:25][O:26][CH2:27][CH2:28][OH:29]. (3) Given the product [CH3:1][O:2][C:3](=[O:13])[C:4]1[CH:9]=[C:8]([F:10])[CH:7]=[C:6]([CH2:11][C:14]#[N:15])[CH:5]=1, predict the reactants needed to synthesize it. The reactants are: [CH3:1][O:2][C:3](=[O:13])[C:4]1[CH:9]=[C:8]([F:10])[CH:7]=[C:6]([CH2:11]Br)[CH:5]=1.[C-:14]#[N:15].[K+].C1OCCOCCOCCOCCOCCOC1. (4) Given the product [CH:37]1([C:35]([NH:34][C:32]2[N:33]=[C:28]3[CH:27]=[CH:26][C:25]([O:24][C:23]4[CH:40]=[CH:41][C:42]([CH3:43])=[C:21]([NH:20][C:7]([C:5]5[N:6]=[C:2]([CH3:1])[O:3][C:4]=5[CH3:10])=[O:9])[CH:22]=4)=[CH:30][N:29]3[N:31]=2)=[O:36])[CH2:38][CH2:39]1, predict the reactants needed to synthesize it. The reactants are: [CH3:1][C:2]1[O:3][C:4]([CH3:10])=[C:5]([C:7]([OH:9])=O)[N:6]=1.O1CCCC1.S(Cl)(Cl)=O.[NH2:20][C:21]1[CH:22]=[C:23]([CH:40]=[CH:41][C:42]=1[CH3:43])[O:24][C:25]1[CH:26]=[CH:27][C:28]2[N:29]([N:31]=[C:32]([NH:34][C:35]([CH:37]3[CH2:39][CH2:38]3)=[O:36])[N:33]=2)[CH:30]=1.